From a dataset of Forward reaction prediction with 1.9M reactions from USPTO patents (1976-2016). Predict the product of the given reaction. (1) Given the reactants [Br:1][C:2]1[CH:7]=[CH:6][C:5](I)=[C:4]([CH2:9][CH3:10])[CH:3]=1.C([Li])CCC.[B:16](OC)([O:19]C)[O:17]C.Cl, predict the reaction product. The product is: [Br:1][C:2]1[CH:7]=[CH:6][C:5]([B:16]([OH:19])[OH:17])=[C:4]([CH2:9][CH3:10])[CH:3]=1. (2) Given the reactants C(Cl)(=O)C(Cl)=O.[Cl:7][C:8]1[N:9]=[C:10]([CH3:37])[N:11]([CH2:14][C:15]2[S:30][C:18]3[N:19]([CH2:26][CH:27]([CH3:29])[CH3:28])[C:20](=[O:25])[N:21]([CH3:24])[C:22](=[O:23])[C:17]=3[C:16]=2[C:31]([N:33]([O:35]C)[CH3:34])=[O:32])[C:12]=1[Cl:13].CN(C)C=O, predict the reaction product. The product is: [Cl:7][C:8]1[N:9]=[C:10]([CH3:37])[N:11]([CH2:14][C:15]2[S:30][C:18]3[N:19]([CH2:26][CH:27]([CH3:29])[CH3:28])[C:20](=[O:25])[N:21]([CH3:24])[C:22](=[O:23])[C:17]=3[C:16]=2[C:31]([N:33]([OH:35])[CH3:34])=[O:32])[C:12]=1[Cl:13]. (3) Given the reactants [F:1][C:2]1[CH:3]=[C:4]([CH:53]=[CH:54][CH:55]=1)[CH2:5][N:6]1[C:10]([CH3:11])=[C:9]([C:12]2[C:20]3[C:15](=[N:16][CH:17]=[C:18]([C:21]4[CH:26]=[CH:25][C:24]([N:27]5[CH2:32][CH2:31][N:30]([C:33]([O:35][C:36]([CH3:39])([CH3:38])[CH3:37])=[O:34])[CH2:29][CH2:28]5)=[C:23]([O:40][CH3:41])[CH:22]=4)[CH:19]=3)[N:14](S(C3C=CC(C)=CC=3)(=O)=O)[CH:13]=2)[C:8]([CH3:52])=[N:7]1.[OH-].[Li+], predict the reaction product. The product is: [F:1][C:2]1[CH:3]=[C:4]([CH:53]=[CH:54][CH:55]=1)[CH2:5][N:6]1[C:10]([CH3:11])=[C:9]([C:12]2[C:20]3[C:15](=[N:16][CH:17]=[C:18]([C:21]4[CH:26]=[CH:25][C:24]([N:27]5[CH2:32][CH2:31][N:30]([C:33]([O:35][C:36]([CH3:38])([CH3:39])[CH3:37])=[O:34])[CH2:29][CH2:28]5)=[C:23]([O:40][CH3:41])[CH:22]=4)[CH:19]=3)[NH:14][CH:13]=2)[C:8]([CH3:52])=[N:7]1. (4) Given the reactants [CH2:1]([O:8][C:9]1[C:16]([CH3:17])=[CH:15][CH:14]=[CH:13][C:10]=1[CH:11]=O)[C:2]1[CH:7]=[CH:6][CH:5]=[CH:4][CH:3]=1.[CH3:18][S:19][CH2:20][S:21]([CH3:23])=[O:22].O1CCCC1.[OH-].C([N+](C)(C)C)C1C=CC=CC=1, predict the reaction product. The product is: [CH3:23][S:21]([C:20]([S:19][CH3:18])=[CH:11][C:10]1[CH:13]=[CH:14][CH:15]=[C:16]([CH3:17])[C:9]=1[O:8][CH2:1][C:2]1[CH:7]=[CH:6][CH:5]=[CH:4][CH:3]=1)=[O:22]. (5) Given the reactants Cl.CO[C:4]([C:6]1[CH:11]=[CH:10][CH:9]=[CH:8][C:7]=1[CH2:12][C:13](=[NH:16])OC)=[O:5].[CH3:17][N:18]([CH3:27])[C:19]([CH:21]1[CH2:26][CH2:25][CH2:24][NH:23][CH2:22]1)=[O:20], predict the reaction product. The product is: [CH3:17][N:18]([CH3:27])[C:19]([CH:21]1[CH2:26][CH2:25][CH2:24][N:23]([C:13]2[NH:16][C:4](=[O:5])[C:6]3[C:7]([CH:12]=2)=[CH:8][CH:9]=[CH:10][CH:11]=3)[CH2:22]1)=[O:20]. (6) Given the reactants [O:1]=[C:2]1[CH2:7][CH2:6][CH2:5][C:4](=[O:8])[N:3]1[CH2:9][C:10]([N:12]1[CH2:17][CH2:16][C@H:15]([NH:18][CH2:19][C:20]2[CH:21]=[C:22]([C:31]3[CH:36]=[CH:35][C:34]([C:37]#[N:38])=[CH:33][C:32]=3[F:39])[CH:23]=[CH:24][C:25]=2[O:26][C:27]([F:30])([F:29])[F:28])[C@H:14]([C:40]2[CH:45]=[CH:44][CH:43]=[CH:42][CH:41]=2)[CH2:13]1)=[O:11].CC(C)=O.[C:50]([OH:57])(=[O:56])/[CH:51]=[CH:52]/[C:53]([OH:55])=[O:54].C(OC(C)C)(C)C, predict the reaction product. The product is: [C:50]([OH:57])(=[O:56])/[CH:51]=[CH:52]/[C:53]([OH:55])=[O:54].[O:8]=[C:4]1[CH2:5][CH2:6][CH2:7][C:2](=[O:1])[N:3]1[CH2:9][C:10]([N:12]1[CH2:17][CH2:16][C@H:15]([NH:18][CH2:19][C:20]2[CH:21]=[C:22]([C:31]3[CH:36]=[CH:35][C:34]([C:37]#[N:38])=[CH:33][C:32]=3[F:39])[CH:23]=[CH:24][C:25]=2[O:26][C:27]([F:28])([F:29])[F:30])[C@H:14]([C:40]2[CH:45]=[CH:44][CH:43]=[CH:42][CH:41]=2)[CH2:13]1)=[O:11].